The task is: Predict which catalyst facilitates the given reaction.. This data is from Catalyst prediction with 721,799 reactions and 888 catalyst types from USPTO. (1) Reactant: [C:1]([OH:8])(=O)/[CH:2]=[CH:3]\[CH2:4][CH2:5][CH3:6].ClC(OCC)=O.C(N(CC)CC)C.[CH:22]1([NH2:25])[CH2:24][CH2:23]1.[Cl-].[Na+]. Product: [CH:22]1([NH:25][C:1](=[O:8])/[CH:2]=[CH:3]\[CH2:4][CH2:5][CH3:6])[CH2:24][CH2:23]1. The catalyst class is: 1. (2) Reactant: [NH2:1][C:2]1[C:11]([Cl:12])=[C:10]([NH:13][C:14]2[CH:19]=[CH:18][C:17]([Br:20])=[CH:16][C:15]=2[Cl:21])[C:5]([C:6]([O:8][CH3:9])=[O:7])=[CH:4][N:3]=1.Cl[CH2:23][CH:24]=O. Product: [Br:20][C:17]1[CH:18]=[CH:19][C:14]([NH:13][C:10]2[C:5]([C:6]([O:8][CH3:9])=[O:7])=[CH:4][N:3]3[CH:23]=[CH:24][N:1]=[C:2]3[C:11]=2[Cl:12])=[C:15]([Cl:21])[CH:16]=1. The catalyst class is: 3. (3) Reactant: C[O:2][C:3](=[O:40])[CH2:4][CH2:5][CH2:6][C:7]#[C:8][C:9]1[CH:14]=[CH:13][C:12]([C:15]([CH2:37][CH3:38])([C:18]2[CH:23]=[CH:22][C:21]([C:24]#[C:25][C:26]([OH:35])([C:31]([F:34])([F:33])[F:32])[C:27]([F:30])([F:29])[F:28])=[C:20]([CH3:36])[CH:19]=2)[CH2:16][CH3:17])=[CH:11][C:10]=1[CH3:39]. Product: [CH2:16]([C:15]([C:12]1[CH:13]=[CH:14][C:9]([C:8]#[C:7][CH2:6][CH2:5][CH2:4][C:3]([OH:40])=[O:2])=[C:10]([CH3:39])[CH:11]=1)([C:18]1[CH:23]=[CH:22][C:21]([C:24]#[C:25][C:26]([OH:35])([C:31]([F:32])([F:33])[F:34])[C:27]([F:30])([F:28])[F:29])=[C:20]([CH3:36])[CH:19]=1)[CH2:37][CH3:38])[CH3:17]. The catalyst class is: 273. (4) Reactant: C[O:2][C:3](=[O:41])[C@@H:4]([NH:9][C:10]([C:12]1[N:13]=[C:14]([CH2:35][CH:36]2[CH2:40][CH2:39][CH2:38][CH2:37]2)[C:15]2[C:20]([CH:21]=1)=[CH:19][CH:18]=[C:17]([C:22](=[O:34])[NH:23][CH:24]1[CH2:29][CH2:28][CH:27]([C:30]([CH3:33])([CH3:32])[CH3:31])[CH2:26][CH2:25]1)[CH:16]=2)=[O:11])[C:5]([CH3:8])([CH3:7])[CH3:6].[Li+].[OH-]. Product: [C:30]([CH:27]1[CH2:28][CH2:29][CH:24]([NH:23][C:22]([C:17]2[CH:16]=[C:15]3[C:20]([CH:21]=[C:12]([C:10]([NH:9][C@@H:4]([C:5]([CH3:8])([CH3:7])[CH3:6])[C:3]([OH:41])=[O:2])=[O:11])[N:13]=[C:14]3[CH2:35][CH:36]3[CH2:37][CH2:38][CH2:39][CH2:40]3)=[CH:19][CH:18]=2)=[O:34])[CH2:25][CH2:26]1)([CH3:33])([CH3:32])[CH3:31]. The catalyst class is: 36. (5) Reactant: [C:1]1([C:7]2[CH:12]=[CH:11][C:10]([C:13]3[O:17][N:16]=[C:15]([C:18]4[CH:23]=[CH:22][C:21]([CH2:24][N:25]5[CH:29]=[CH:28][C:27]([C:30]([O:32]C)=[O:31])=[N:26]5)=[CH:20][CH:19]=4)[N:14]=3)=[CH:9][C:8]=2[C:34]([F:37])([F:36])[F:35])[CH2:6][CH2:5][CH2:4][CH2:3][CH:2]=1.[OH-].[Na+:39]. Product: [Na+:39].[C:1]1([C:7]2[CH:12]=[CH:11][C:10]([C:13]3[O:17][N:16]=[C:15]([C:18]4[CH:23]=[CH:22][C:21]([CH2:24][N:25]5[CH:29]=[CH:28][C:27]([C:30]([O-:32])=[O:31])=[N:26]5)=[CH:20][CH:19]=4)[N:14]=3)=[CH:9][C:8]=2[C:34]([F:36])([F:37])[F:35])[CH2:6][CH2:5][CH2:4][CH2:3][CH:2]=1. The catalyst class is: 8. (6) Reactant: Cl[S:2]([N:5]=[C:6]=[O:7])(=[O:4])=[O:3].C(O)(C)(C)C.COC(=O)[CH2:16][NH:17][C:18]1[CH:23]=[CH:22][C:21]([CH2:24][CH:25]2[CH2:31][CH2:30][CH2:29][CH2:28][C:27](=[O:32])[NH:26]2)=[CH:20][C:19]=1[O:33]CC1C=CC=CC=1.C(N(CC)CC)C. Product: [OH:33][C:19]1[CH:20]=[C:21]([CH:22]=[CH:23][C:18]=1[N:17]1[CH2:16][C:6](=[O:7])[NH:5][S:2]1(=[O:4])=[O:3])[CH2:24][CH:25]1[NH:26][C:27](=[O:32])[CH2:28][CH2:29][CH2:30][CH2:31]1. The catalyst class is: 2. (7) Reactant: [CH2:1]([O:3][C:4]([C@@H:6]1[CH2:10][CH2:9][C@H:8]([NH:11][C:12]2[CH:17]=[CH:16][C:15]([C:18]#[N:19])=[CH:14][C:13]=2[CH3:20])[CH2:7]1)=[O:5])[CH3:2].[NH2:21][OH:22]. Product: [CH2:1]([O:3][C:4]([C@@H:6]1[CH2:10][CH2:9][C@H:8]([NH:11][C:12]2[CH:17]=[CH:16][C:15]([C:18](=[NH:19])[NH:21][OH:22])=[CH:14][C:13]=2[CH3:20])[CH2:7]1)=[O:5])[CH3:2]. The catalyst class is: 14.